Dataset: Full USPTO retrosynthesis dataset with 1.9M reactions from patents (1976-2016). Task: Predict the reactants needed to synthesize the given product. (1) Given the product [Br:1][C:2]1[S:6][C:5]([CH:7]([OH:13])[C:8]([O:10][CH2:11][CH3:12])=[O:9])=[CH:4][CH:3]=1, predict the reactants needed to synthesize it. The reactants are: [Br:1][C:2]1[S:6][C:5]([C:7](=[O:13])[C:8]([O:10][CH2:11][CH3:12])=[O:9])=[CH:4][CH:3]=1.C(O[BH-](OC(=O)C)OC(=O)C)(=O)C.[Na+]. (2) Given the product [C:22]([C:16]1[CH:17]=[C:18]2[C:13](=[CH:14][CH:15]=1)[NH:12][C:11](=[O:20])[C:10]2([C:5]1[CH:6]=[CH:7][CH:8]=[CH:9][C:4]=1[O:3][CH2:1][CH3:2])[OH:21])#[N:23], predict the reactants needed to synthesize it. The reactants are: [CH2:1]([O:3][C:4]1[CH:9]=[CH:8][CH:7]=[CH:6][C:5]=1[C:10]1([OH:21])[C:18]2[C:13](=[CH:14][CH:15]=[C:16](I)[CH:17]=2)[NH:12][C:11]1=[O:20])[CH3:2].[CH3:22][N:23](C=O)C. (3) Given the product [CH:1]1([N:6]2[CH2:12][C:11]([CH2:14][CH3:15])([CH3:13])[C:10](=[O:16])[N:9]([CH3:17])[C:8]3[CH:18]=[N:19][C:20]([NH:22][C:23]4[CH:31]=[CH:30][C:26]([C:27]([NH:44][CH:43]5[CH2:39][CH2:37][N:36]([CH3:35])[CH2:40][CH2:42]5)=[O:28])=[CH:25][C:24]=4[O:32][CH3:33])=[N:21][C:7]2=3)[CH2:5][CH2:4][CH2:3][CH2:2]1, predict the reactants needed to synthesize it. The reactants are: [CH:1]1([N:6]2[CH2:12][C:11]([CH2:14][CH3:15])([CH3:13])[C:10](=[O:16])[N:9]([CH3:17])[C:8]3[CH:18]=[N:19][C:20]([NH:22][C:23]4[CH:31]=[CH:30][C:26]([C:27](O)=[O:28])=[CH:25][C:24]=4[O:32][CH3:33])=[N:21][C:7]2=3)[CH2:5][CH2:4][CH2:3][CH2:2]1.C[CH2:35][N:36]([CH:40]([CH3:42])C)[CH:37]([CH3:39])C.[CH3:43][N:44](C(ON1N=NC2C=CC=NC1=2)=[N+](C)C)C.F[P-](F)(F)(F)(F)F. (4) Given the product [CH:1]1([C:4]2[CH:5]=[C:6]([C:7]([F:10])([F:9])[F:8])[NH:15][N:14]=2)[CH2:3][CH2:2]1, predict the reactants needed to synthesize it. The reactants are: [CH:1]1([C:4](=O)[CH2:5][C:6](=O)[C:7]([F:10])([F:9])[F:8])[CH2:3][CH2:2]1.O.[NH2:14][NH2:15]. (5) Given the product [CH2:2]([O:4][C:5]1[CH:10]=[CH:9][C:8]([C:11]([F:13])([F:12])[F:14])=[CH:7][C:6]=1[C:15]1[C:16]2[NH:23][C:22]([CH3:24])=[C:21]([C:25]([NH:27][CH:28]3[CH2:29][CH2:30][N:31]([C:38](=[O:37])[CH2:39][OH:40])[CH2:32][CH2:33]3)=[O:26])[C:17]=2[N:18]=[CH:19][N:20]=1)[CH3:3], predict the reactants needed to synthesize it. The reactants are: Cl.[CH2:2]([O:4][C:5]1[CH:10]=[CH:9][C:8]([C:11]([F:14])([F:13])[F:12])=[CH:7][C:6]=1[C:15]1[C:16]2[NH:23][C:22]([CH3:24])=[C:21]([C:25]([NH:27][CH:28]3[CH2:33][CH2:32][NH:31][CH2:30][CH2:29]3)=[O:26])[C:17]=2[N:18]=[CH:19][N:20]=1)[CH3:3].C([O:37][CH2:38][C:39](Cl)=[O:40])(=O)C. (6) The reactants are: [CH2:1]1[C:11]2=[C:12]3[C:7](=[CH:8][CH:9]=[CH:10]2)[CH2:6][CH2:5][N:4]([CH2:13][CH2:14][CH2:15][NH:16][C:17](=O)[CH3:18])[CH:3]3[CH2:2]1.[H-].[H-].[H-].[H-].[Li+].[Al+3].O.[OH-].[Na+]. Given the product [CH2:17]([NH:16][CH2:15][CH2:14][CH2:13][N:4]1[CH2:5][CH2:6][C:7]2[C:12]3[CH:3]1[CH2:2][CH2:1][C:11]=3[CH:10]=[CH:9][CH:8]=2)[CH3:18], predict the reactants needed to synthesize it. (7) Given the product [Br:43][C:40]1[CH:41]=[CH:42][C:37]([C:36]2[C:29]3[CH:30]=[C:31]([O:34][CH3:35])[CH:32]=[CH:33][C:28]=3[NH:27][C:25](=[O:26])[C@H:19]([CH2:20][C:21]([O:23][CH3:24])=[O:22])[N:18]=2)=[CH:38][CH:39]=1, predict the reactants needed to synthesize it. The reactants are: C1C2C(COC([NH:18][C@H:19]([C:25]([NH:27][C:28]3[CH:33]=[CH:32][C:31]([O:34][CH3:35])=[CH:30][C:29]=3[C:36](=O)[C:37]3[CH:42]=[CH:41][C:40]([Br:43])=[CH:39][CH:38]=3)=[O:26])[CH2:20][C:21]([O:23][CH3:24])=[O:22])=O)C3C(=CC=CC=3)C=2C=CC=1. (8) Given the product [CH3:20][C:16]1[CH:15]=[C:14]([C:11]2[CH:12]=[N:13][C:8]([CH2:7][NH2:6])=[C:9]([CH3:21])[CH:10]=2)[CH:19]=[CH:18][N:17]=1, predict the reactants needed to synthesize it. The reactants are: COC1C=C(OC)C=CC=1C[NH:6][CH2:7][C:8]1[N:13]=[CH:12][C:11]([C:14]2[CH:19]=[CH:18][N:17]=[C:16]([CH3:20])[CH:15]=2)=[CH:10][C:9]=1[CH3:21].FC(F)(F)C(O)=O. (9) Given the product [CH3:1][N:2]1[C:6]([C:7]2[CH:12]=[CH:11][CH:10]=[CH:9][C:8]=2[C:13]([F:16])([F:15])[F:14])=[N:5][N:4]=[C:3]1[CH:17]([O:19][C:20]1[N:27]=[CH:26][CH:25]=[CH:24][C:21]=1[C:22]([NH2:23])=[O:28])[CH3:18], predict the reactants needed to synthesize it. The reactants are: [CH3:1][N:2]1[C:6]([C:7]2[CH:12]=[CH:11][CH:10]=[CH:9][C:8]=2[C:13]([F:16])([F:15])[F:14])=[N:5][N:4]=[C:3]1[CH:17]([O:19][C:20]1[N:27]=[CH:26][CH:25]=[CH:24][C:21]=1[C:22]#[N:23])[CH3:18].[OH-:28].[Na+].O.